This data is from M1 muscarinic receptor antagonist screen with 61,756 compounds. The task is: Binary Classification. Given a drug SMILES string, predict its activity (active/inactive) in a high-throughput screening assay against a specified biological target. (1) The compound is S=c1nc([nH]c2c1cccc2)C(C)C. The result is 0 (inactive). (2) The result is 0 (inactive). The molecule is s1nc(nc1NC(=O)c1c(nn(c1)c1ccccc1)c1ccc(OC)cc1)CC(=O)C. (3) The drug is Fc1cc(Nc2n3nc(nc3nc(c2)C)C)c(cc1)C. The result is 0 (inactive).